From a dataset of Forward reaction prediction with 1.9M reactions from USPTO patents (1976-2016). Predict the product of the given reaction. (1) Given the reactants [CH:1]1[C:6]([OH:7])=[CH:5][CH:4]=[C:3]([Br:8])[CH:2]=1.[CH2:9](Br)[C:10]1[CH:15]=[CH:14][CH:13]=[CH:12][CH:11]=1, predict the reaction product. The product is: [CH2:9]([O:7][C:6]1[CH:5]=[CH:4][C:3]([Br:8])=[CH:2][CH:1]=1)[C:10]1[CH:15]=[CH:14][CH:13]=[CH:12][CH:11]=1. (2) Given the reactants [CH3:1][O:2][C:3]1[C:8]2[C:9](=[O:23])[O:10][C:11]([C:13]3[C:22]4[C:17](=[CH:18][CH:19]=[CH:20][CH:21]=4)[CH:16]=[CH:15][CH:14]=3)=[N:12][C:7]=2[CH:6]=[CH:5][CH:4]=1.[O:24]1[CH2:29][CH2:28][O:27][CH2:26][CH:25]1[CH2:30][NH2:31], predict the reaction product. The product is: [O:24]1[CH2:29][CH2:28][O:27][CH2:26][CH:25]1[CH2:30][NH:31][C:9]([C:8]1[C:3]([O:2][CH3:1])=[CH:4][CH:5]=[CH:6][C:7]=1[NH:12][C:11]([C:13]1[C:22]2[C:17](=[CH:18][CH:19]=[CH:20][CH:21]=2)[CH:16]=[CH:15][CH:14]=1)=[O:10])=[O:23]. (3) Given the reactants [F:1][C:2]1[CH:3]=[CH:4][C:5]([C:8]2[N:12]=[C:11]([C:13]3[CH:18]=[C:17]([C:19]4[NH:23][N:22]=[N:21][N:20]=4)[CH:16]=[C:15]([F:24])[CH:14]=3)[O:10][N:9]=2)=[N:6][CH:7]=1.[N+](=[CH2:27])=[N-], predict the reaction product. The product is: [F:24][C:15]1[CH:14]=[C:13]([C:11]2[O:10][N:9]=[C:8]([C:5]3[CH:4]=[CH:3][C:2]([F:1])=[CH:7][N:6]=3)[N:12]=2)[CH:18]=[C:17]([C:19]2[N:23]([CH3:27])[N:22]=[N:21][N:20]=2)[CH:16]=1.